From a dataset of Reaction yield outcomes from USPTO patents with 853,638 reactions. Predict the reaction yield, written as a fraction of the theoretical maximum amount of product (1.0 means a 100% yield; for example, 0.34 means a 34% yield). The reactants are I[C:2]1[C:7]([CH3:8])=[CH:6][C:5]([NH:9][C:10]([CH2:12][CH2:13][N:14]2[CH2:19][CH2:18][CH:17]([O:20][C:21](=[O:35])[NH:22][C:23]3[CH:28]=[CH:27][CH:26]=[CH:25][C:24]=3[C:29]3[CH:34]=[CH:33][CH:32]=[CH:31][CH:30]=3)[CH2:16][CH2:15]2)=[O:11])=[C:4]([CH3:36])[CH:3]=1.CN(C)[CH:39]=[O:40].C1(P(C2C=CC=CC=2)CCCP(C2C=CC=CC=2)C2C=CC=CC=2)C=CC=CC=1.[CH3:71][OH:72]. The catalyst is C([O-])(=O)C.[Pd+2].C([O-])(=O)C. The product is [CH3:71][O:72][C:39](=[O:40])[C:2]1[CH:3]=[C:4]([CH3:36])[C:5]([NH:9][C:10](=[O:11])[CH2:12][CH2:13][N:14]2[CH2:19][CH2:18][CH:17]([O:20][C:21](=[O:35])[NH:22][C:23]3[CH:28]=[CH:27][CH:26]=[CH:25][C:24]=3[C:29]3[CH:30]=[CH:31][CH:32]=[CH:33][CH:34]=3)[CH2:16][CH2:15]2)=[CH:6][C:7]=1[CH3:8]. The yield is 0.920.